This data is from Reaction yield outcomes from USPTO patents with 853,638 reactions. The task is: Predict the reaction yield, written as a fraction of the theoretical maximum amount of product (1.0 means a 100% yield; for example, 0.34 means a 34% yield). (1) The reactants are FC(F)(F)S(O[C:7]1[CH:15]=[CH:14][C:13]([C:16]2[N:17]([C:32]([O:34][C:35]([CH3:38])([CH3:37])[CH3:36])=[O:33])[C:18]3[C:23]([CH:24]=2)=[CH:22][C:21]([CH2:25][N:26]2[CH2:31][CH2:30][CH2:29][CH2:28][CH2:27]2)=[CH:20][CH:19]=3)=[C:12]2[C:8]=1[CH2:9][NH:10][C:11]2=[O:39])(=O)=O.[C:42](=[O:45])([O-])[O-].[K+].[K+].O. The catalyst is C(COC)OC. The product is [OH:45][CH2:42][C:7]1[CH:15]=[CH:14][C:13]([C:7]2[CH:15]=[CH:14][C:13]([C:16]3[N:17]([C:32]([O:34][C:35]([CH3:37])([CH3:36])[CH3:38])=[O:33])[C:18]4[C:23]([CH:24]=3)=[CH:22][C:21]([CH2:25][N:26]3[CH2:31][CH2:30][CH2:29][CH2:28][CH2:27]3)=[CH:20][CH:19]=4)=[C:12]3[C:8]=2[CH2:9][NH:10][C:11]3=[O:39])=[CH:12][CH:8]=1. The yield is 0.640. (2) The reactants are Cl[C:2]1[C:3]2[N:10]=[C:9]([CH2:11][CH:12]3[CH2:14][CH2:13]3)[S:8][C:4]=2[N:5]=[CH:6][N:7]=1.[NH2:15][C:16]1[CH:25]=[CH:24][C:19]2[NH:20][C:21](=[O:23])[S:22][C:18]=2[CH:17]=1.Cl. The catalyst is C(O)C. The product is [CH:12]1([CH2:11][C:9]2[S:8][C:4]3[N:5]=[CH:6][N:7]=[C:2]([NH:15][C:16]4[CH:25]=[CH:24][C:19]5[NH:20][C:21](=[O:23])[S:22][C:18]=5[CH:17]=4)[C:3]=3[N:10]=2)[CH2:14][CH2:13]1. The yield is 0.440. (3) The reactants are C([SiH2][O:6][C:7](C)(C)[C:8]1[CH:9]=[C:10]([CH:15]([C:18]2[C:23]([CH2:24][CH3:25])=[C:22]([O:26][CH3:27])[N:21]=[C:20]([O:28][CH3:29])[N:19]=2)C#N)[CH:11]=[C:12]([CH3:14])[CH:13]=1)(C)(C)C.[H-].[Na+].O.C1(C)C=CC(S(O)(=O)=[O:42])=CC=1. The catalyst is CN(C=O)C.CO. The product is [CH2:24]([C:23]1[C:18]([C:15]([C:10]2[CH:11]=[C:12]([CH3:14])[CH:13]=[C:8]([CH2:7][OH:6])[CH:9]=2)=[O:42])=[N:19][C:20]([O:28][CH3:29])=[N:21][C:22]=1[O:26][CH3:27])[CH3:25]. The yield is 0.590. (4) The yield is 1.00. The reactants are [N+:1]([C:4]1[CH:5]=[C:6]([C:10]2[CH:14]=[C:13]([CH2:15][CH2:16][CH:17]=O)[O:12][N:11]=2)[CH:7]=[CH:8][CH:9]=1)([O-:3])=[O:2].[CH3:19][O:20][C:21]1[CH:26]=[CH:25][CH:24]=[CH:23][C:22]=1[N:27]1[CH2:32][CH2:31][NH:30][CH2:29][CH2:28]1.[BH-](OC(C)=O)(OC(C)=O)OC(C)=O.[Na+]. The product is [CH3:19][O:20][C:21]1[CH:26]=[CH:25][CH:24]=[CH:23][C:22]=1[N:27]1[CH2:32][CH2:31][N:30]([CH2:17][CH2:16][CH2:15][C:13]2[O:12][N:11]=[C:10]([C:6]3[CH:7]=[CH:8][CH:9]=[C:4]([N+:1]([O-:3])=[O:2])[CH:5]=3)[CH:14]=2)[CH2:29][CH2:28]1. The catalyst is C(Cl)Cl. (5) The reactants are [NH2:1][C:2]1[C:3]([C:10]([O:12][CH3:13])=[O:11])=[N:4][C:5]([Cl:9])=[C:6](Cl)[N:7]=1.[CH3:14][OH:15]. No catalyst specified. The product is [NH2:1][C:2]1[C:3]([C:10]([O:12][CH3:13])=[O:11])=[N:4][C:5]([Cl:9])=[C:6]([O:15][CH3:14])[N:7]=1. The yield is 0.920. (6) The reactants are [F:1][C:2]([F:22])([O:6][C:7]1[CH:8]=[C:9]([CH2:13][NH:14][C:15]2[CH:16]=[C:17]([OH:21])[CH:18]=[CH:19][CH:20]=2)[CH:10]=[CH:11][CH:12]=1)[CH:3]([F:5])[F:4].[F:23][C:24]([F:30])([F:29])S([O-])(=O)=O.[Yb+3].[F:32][C:33]([F:39])([F:38])S([O-])(=O)=O.FC(F)(F)S([O-])(=O)=O. The catalyst is C(#N)C.O.C(OCC)C. The product is [F:1][C:2]([F:22])([O:6][C:7]1[CH:8]=[C:9]([CH2:13][N:14]([C:15]2[CH:20]=[CH:19][CH:18]=[C:17]([O:21][CH2:13][C:9]3[CH:10]=[CH:11][CH:12]=[C:7]([C:33]([F:39])([F:38])[F:32])[CH:8]=3)[CH:16]=2)[CH2:3][C@@H:2]([OH:6])[C:24]([F:30])([F:29])[F:23])[CH:10]=[CH:11][CH:12]=1)[CH:3]([F:4])[F:5]. The yield is 0.810.